Dataset: Catalyst prediction with 721,799 reactions and 888 catalyst types from USPTO. Task: Predict which catalyst facilitates the given reaction. (1) Reactant: [N:1]([C:4]1[C:5]([N+:32]([O-])=O)=[C:6]([N:10]2[CH2:15][CH2:14][N:13]([CH2:16][CH2:17][O:18][C:19]3[C:27]4[N:26]=[C:25]([C:28]([F:31])([F:30])[F:29])[NH:24][C:23]=4[CH:22]=[CH:21][CH:20]=3)[CH2:12][CH2:11]2)[CH:7]=[CH:8][CH:9]=1)=[N+]=[N-].[H][H]. Product: [F:31][C:28]([F:29])([F:30])[C:25]1[NH:24][C:23]2[CH:22]=[CH:21][CH:20]=[C:19]([O:18][CH2:17][CH2:16][N:13]3[CH2:12][CH2:11][N:10]([C:6]4[CH:7]=[CH:8][CH:9]=[C:4]([NH2:1])[C:5]=4[NH2:32])[CH2:15][CH2:14]3)[C:27]=2[N:26]=1. The catalyst class is: 43. (2) The catalyst class is: 3. Reactant: [C:1]([C:3]1[CH:22]=[CH:21][C:6]([CH2:7][NH:8][C:9](=[O:20])[CH:10]([C:13]2[CH:18]=[CH:17][C:16]([OH:19])=[CH:15][CH:14]=2)[O:11][CH3:12])=[CH:5][CH:4]=1)#[N:2].I[CH:24]([CH3:26])[CH3:25].C(=O)([O-])[O-].[Cs+].[Cs+]. Product: [C:1]([C:3]1[CH:4]=[CH:5][C:6]([CH2:7][NH:8][C:9](=[O:20])[CH:10]([C:13]2[CH:18]=[CH:17][C:16]([O:19][CH:24]([CH3:26])[CH3:25])=[CH:15][CH:14]=2)[O:11][CH3:12])=[CH:21][CH:22]=1)#[N:2]. (3) The catalyst class is: 105. Reactant: [C:1]([O:5][C:6]([NH:8][C@@H:9]([CH2:41][C:42]1[CH:47]=[CH:46][CH:45]=[CH:44][CH:43]=1)[CH2:10][C@@H:11]1[O:15]C(C)(C)[N:13](C(OCC2C=CC=CC=2)=O)[C@H:12]1[CH2:28][C:29]1[CH:34]=[CH:33][C:32]([C:35]2[CH:36]=[N:37][CH:38]=[CH:39][CH:40]=2)=[CH:31][CH:30]=1)=[O:7])([CH3:4])([CH3:3])[CH3:2].Cl. Product: [NH2:13][C@@H:12]([CH2:28][C:29]1[CH:34]=[CH:33][C:32]([C:35]2[CH:36]=[N:37][CH:38]=[CH:39][CH:40]=2)=[CH:31][CH:30]=1)[C@@H:11]([OH:15])[CH2:10][C@@H:9]([NH:8][C:6](=[O:7])[O:5][C:1]([CH3:2])([CH3:3])[CH3:4])[CH2:41][C:42]1[CH:43]=[CH:44][CH:45]=[CH:46][CH:47]=1. (4) Reactant: [CH:1]([CH:4]1[C:9](=[O:10])[NH:8][C:7]2[CH:11]=[CH:12][CH:13]=[CH:14][C:6]=2[S:5]1)([CH3:3])[CH3:2].[H-].[Na+].Br[CH2:18][C:19]([O:21][CH3:22])=[O:20].Cl. Product: [CH3:22][O:21][C:19](=[O:20])[CH2:18][N:8]1[C:7]2[CH:11]=[CH:12][CH:13]=[CH:14][C:6]=2[S:5][CH:4]([CH:1]([CH3:3])[CH3:2])[C:9]1=[O:10]. The catalyst class is: 9. (5) Reactant: ClC1N=C(C2C(C3C=C(NC(=O)C4C(F)=CC=CC=4F)C=CC=3)=[N:10][N:11]3C=CC=CC=23)C=CN=1.[F:34][C:35]([F:50])([F:49])[C:36]([N:38]1CCC2[C:40](=[CH:41][C:42]([NH2:48])=[CH:43]C=2)[CH2:39]1)=[O:37]. Product: [NH:10]1[C:41]2[CH:40]=[CH:39][N:38]=[N:48][C:42]=2[CH:43]=[N:11]1.[F:34][C:35]([F:50])([F:49])[C:36]([NH2:38])=[O:37]. The catalyst class is: 41. (6) Reactant: [C:1]1([C:7]2[CH:8]=[CH:9][C:10]3[N:11]([C:13]([C:16]([C:18]4[CH:19]=[C:20]5[C:25](=[CH:26][CH:27]=4)[N:24]=[CH:23][CH:22]=[CH:21]5)=[O:17])=[CH:14][N:15]=3)[N:12]=2)[CH:6]=[CH:5][CH:4]=[CH:3][CH:2]=1.[CH2:28]1COCC1.C[Mg]Br. Product: [C:1]1([C:7]2[CH:8]=[CH:9][C:10]3[N:11]([C:13]([C:16]([C:18]4[CH:19]=[C:20]5[C:25](=[CH:26][CH:27]=4)[N:24]=[CH:23][CH:22]=[CH:21]5)([OH:17])[CH3:28])=[CH:14][N:15]=3)[N:12]=2)[CH:2]=[CH:3][CH:4]=[CH:5][CH:6]=1. The catalyst class is: 126. (7) Reactant: [F:1][CH:2]([F:17])[O:3][C:4]1[CH:5]=[C:6]([CH:11]=[CH:12][C:13]=1[N+:14]([O-])=O)[C:7]([O:9][CH3:10])=[O:8].[H][H]. Product: [NH2:14][C:13]1[CH:12]=[CH:11][C:6]([C:7]([O:9][CH3:10])=[O:8])=[CH:5][C:4]=1[O:3][CH:2]([F:1])[F:17]. The catalyst class is: 29.